Task: Binary Classification. Given a drug SMILES string, predict its activity (active/inactive) in a high-throughput screening assay against a specified biological target.. Dataset: M1 muscarinic receptor antagonist screen with 61,756 compounds (1) The drug is S(=O)(=O)(N1CCC(CC1)C)c1cc2oc(=O)n(CC(=O)N3C(Cc4c3cccc4)C)c2cc1. The result is 0 (inactive). (2) The compound is O=C1N(Cc2n(c(=O)c3c(n2)cccc3)c2nc(ccc2)C)C(=O)c2c1cccc2. The result is 0 (inactive). (3) The drug is OCCN1CCN(CC1)Cc1n(c2c(n1)n(c(=O)n(c2=O)C)C)CCOCC. The result is 0 (inactive). (4) The drug is O(c1cc(c2nnc(Nc3ccc(cc3)C(OCC)=O)cc2)ccc1OC)C. The result is 0 (inactive).